This data is from Reaction yield outcomes from USPTO patents with 853,638 reactions. The task is: Predict the reaction yield, written as a fraction of the theoretical maximum amount of product (1.0 means a 100% yield; for example, 0.34 means a 34% yield). (1) The reactants are [NH2:1][C:2]([NH2:4])=[O:3].[C:5]1([CH3:13])[CH:10]=[CH:9][C:8]([CH:11]=O)=[CH:7][CH:6]=1.[C:14]([O:20][CH2:21][CH3:22])(=[O:19])[CH2:15][C:16]([CH3:18])=O.C(O)(=O)C.B(F)(F)F.CCOCC. The catalyst is O1CCCC1.[Cu]Cl. The product is [CH3:18][C:16]1[NH:4][C:2](=[O:3])[NH:1][CH:11]([C:8]2[CH:9]=[CH:10][C:5]([CH3:13])=[CH:6][CH:7]=2)[C:15]=1[C:14]([O:20][CH2:21][CH3:22])=[O:19]. The yield is 0.910. (2) The catalyst is CS(C)=O. The reactants are [CH3:1][CH2:2][C:3]1[CH:8]=[CH:7][C:6]([C:9]([CH3:11])=[O:10])=[CH:5][CH:4]=1.Br.[OH2:13]. The product is [CH2:2]([C:3]1[CH:8]=[CH:7][C:6]([C:9](=[O:10])[CH:11]=[O:13])=[CH:5][CH:4]=1)[CH3:1]. The yield is 0.560. (3) The reactants are [Cl:1][C:2]1[C:3]([CH3:10])=[CH:4][C:5](I)=[C:6]([CH:8]=1)[NH2:7].[CH2:11]([Si:13]([CH2:21][CH3:22])([CH2:19][CH3:20])[C:14]#[C:15][CH2:16][CH2:17][OH:18])[CH3:12].[Cl-].[Li+].C(=O)([O-])[O-].[Na+].[Na+]. The catalyst is CN(C=O)C.C1(P([C-]2C=CC=C2)C2C=CC=CC=2)C=CC=CC=1.[C-]1(P(C2C=CC=CC=2)C2C=CC=CC=2)C=CC=C1.[Fe+2].[Pd](Cl)Cl. The product is [Cl:1][C:2]1[CH:8]=[C:6]2[C:5]([C:15]([CH2:16][CH2:17][OH:18])=[C:14]([Si:13]([CH2:19][CH3:20])([CH2:21][CH3:22])[CH2:11][CH3:12])[NH:7]2)=[CH:4][C:3]=1[CH3:10]. The yield is 0.790. (4) The reactants are [C:1](/[CH:3]=[CH:4]/[S:5]([C:8]1[CH:13]=[CH:12][C:11]([C:14]([CH3:19])([CH3:18])[C:15]([OH:17])=O)=[CH:10][CH:9]=1)(=[O:7])=[O:6])#[N:2].[F:20][CH:21]([F:24])[CH2:22][NH2:23].Cl.CN(C)CCCN=C=NCC.ON1C2C=CC=CC=2N=N1.C(=O)(O)[O-].[Na+]. The yield is 0.320. The product is [C:1](/[CH:3]=[CH:4]/[S:5]([C:8]1[CH:9]=[CH:10][C:11]([C:14]([CH3:19])([CH3:18])[C:15]([NH:23][CH2:22][CH:21]([F:24])[F:20])=[O:17])=[CH:12][CH:13]=1)(=[O:6])=[O:7])#[N:2]. The catalyst is O1CCCC1. (5) The reactants are [C:1]([OH:8])(=[O:7])/[CH:2]=[CH:3]/[C:4]([OH:6])=[O:5].[F:9][C:10]1[CH:11]=[C:12]([CH:16]=[C:17]([F:19])[CH:18]=1)[C:13]([NH2:15])=[O:14]. The catalyst is C(C(C)=O)C. The product is [C:1]([OH:8])(=[O:7])/[CH:2]=[CH:3]/[C:4]([OH:6])=[O:5].[F:9][C:10]1[CH:11]=[C:12]([CH:16]=[C:17]([F:19])[CH:18]=1)[C:13]([NH2:15])=[O:14]. The yield is 0.650. (6) The reactants are [Cl:1][C:2]1[C:7]([C:8](O)=[O:9])=[C:6]([F:11])[C:5]([O:12][CH3:13])=[CH:4][CH:3]=1.CC#[N:16]. No catalyst specified. The product is [Cl:1][C:2]1[C:7]([C:8]([NH2:16])=[O:9])=[C:6]([F:11])[C:5]([O:12][CH3:13])=[CH:4][CH:3]=1. The yield is 0.850. (7) The reactants are [CH3:1][C:2]1[O:3][C:4](=O)[C:5]2[CH:11]=[CH:10][CH:9]=[CH:8][C:6]=2[N:7]=1.[OH-].[NH4+:14]. No catalyst specified. The product is [CH3:1][C:2]1[NH:14][C:4](=[O:3])[C:5]2[C:6](=[CH:8][CH:9]=[CH:10][CH:11]=2)[N:7]=1. The yield is 0.620. (8) The reactants are [C:1]([O:5][C:6]([N:8]1[CH2:13][CH2:12][CH:11]([C:14]#[CH:15])[CH2:10][CH2:9]1)=[O:7])([CH3:4])([CH3:3])[CH3:2].[Cl:16][C:17]1[C:26]2[C:21](=[CH:22][CH:23]=[C:24](I)[CH:25]=2)[N:20]=[CH:19][N:18]=1.C(NC(C)C)(C)C. The catalyst is C1COCC1.[Cu]I. The product is [C:1]([O:5][C:6]([N:8]1[CH2:13][CH2:12][CH:11]([C:14]#[C:15][C:24]2[CH:25]=[C:26]3[C:21](=[CH:22][CH:23]=2)[N:20]=[CH:19][N:18]=[C:17]3[Cl:16])[CH2:10][CH2:9]1)=[O:7])([CH3:4])([CH3:3])[CH3:2]. The yield is 0.940.